Predict the reaction yield, written as a fraction of the theoretical maximum amount of product (1.0 means a 100% yield; for example, 0.34 means a 34% yield). From a dataset of Reaction yield outcomes from USPTO patents with 853,638 reactions. The reactants are Cl[CH2:2][C:3]1[N:12]([C:13]2[CH:18]=[CH:17][CH:16]=[CH:15][C:14]=2[Cl:19])[C:11](=[O:20])[C:10]2[C:5](=[CH:6][CH:7]=[CH:8][C:9]=2[CH3:21])[N:4]=1.[N:22]1[C:30]([NH2:31])=[C:29]2[C:25]([N:26]=[CH:27][NH:28]2)=[N:24][CH:23]=1.C([O-])([O-])=O.[K+].[K+]. The catalyst is CN(C=O)C. The product is [NH2:31][C:30]1[N:22]=[CH:23][N:24]=[C:25]2[C:29]=1[N:28]=[CH:27][N:26]2[CH2:2][C:3]1[N:12]([C:13]2[CH:18]=[CH:17][CH:16]=[CH:15][C:14]=2[Cl:19])[C:11](=[O:20])[C:10]2[C:5](=[CH:6][CH:7]=[CH:8][C:9]=2[CH3:21])[N:4]=1. The yield is 0.280.